The task is: Predict the product of the given reaction.. This data is from Forward reaction prediction with 1.9M reactions from USPTO patents (1976-2016). Given the reactants [Cl:1][C:2]1[CH:7]=[CH:6][C:5]([CH2:8][CH2:9][NH:10][CH2:11][C:12]2[C:13]([C:24]3[CH:28]=[CH:27][S:26][CH:25]=3)=[N:14][C:15]3[C:20]([CH:21]=2)=[CH:19][CH:18]=[C:17]([O:22][CH3:23])[CH:16]=3)=[CH:4][CH:3]=1.C=O.[C:31](O[BH-](OC(=O)C)OC(=O)C)(=O)C.[Na+].[OH-].[Na+], predict the reaction product. The product is: [Cl:1][C:2]1[CH:7]=[CH:6][C:5]([CH2:8][CH2:9][N:10]([CH2:11][C:12]2[C:13]([C:24]3[CH:28]=[CH:27][S:26][CH:25]=3)=[N:14][C:15]3[C:20]([CH:21]=2)=[CH:19][CH:18]=[C:17]([O:22][CH3:23])[CH:16]=3)[CH3:31])=[CH:4][CH:3]=1.